Dataset: Retrosynthesis with 50K atom-mapped reactions and 10 reaction types from USPTO. Task: Predict the reactants needed to synthesize the given product. (1) Given the product c1cc(N2CCCNCC2)c2[nH]cnc2c1, predict the reactants needed to synthesize it. The reactants are: Brc1cccc2nc[nH]c12.C1CNCCNC1. (2) Given the product O=C(O)CC(c1ccc(OC2CCC(c3ccccc3)CC2)cc1)c1cccs1, predict the reactants needed to synthesize it. The reactants are: COC(=O)CC(c1ccc(OC2CCC(c3ccccc3)CC2)cc1)c1cccs1. (3) Given the product C=C(C)Cc1cccc(C(=O)OC)c1OC(=S)N(C)C, predict the reactants needed to synthesize it. The reactants are: C=C(C)Cc1cccc(C(=O)OC)c1O.CN(C)C(=S)Cl. (4) Given the product CC1(c2ccc(I)cc2)OCCO1, predict the reactants needed to synthesize it. The reactants are: CC(=O)c1ccc(I)cc1.OCCO. (5) Given the product CC(C)(C)OCCOc1cc(NC(=O)OC(C)(C)C)c(N)cc1C#Cc1ccc(F)cc1, predict the reactants needed to synthesize it. The reactants are: CC(C)(C)OCCOc1cc(NC(=O)OC(C)(C)C)c([N+](=O)[O-])cc1C#Cc1ccc(F)cc1. (6) The reactants are: CCN[C@H]1CCNC1.Cc1c(-c2ccccc2)c(F)c2oc(C3CC3)nc2c1C#N. Given the product CCN[C@H]1CCN(c2c(-c3ccccc3)c(C)c(C#N)c3nc(C4CC4)oc23)C1, predict the reactants needed to synthesize it. (7) The reactants are: C[C@@H](Oc1nc(-c2ccc(N3CCN(S(C)(=O)=O)CC3)cc2)cc2ncn(C3CC3)c12)[C@H]1CNC(=O)C1.O=S(=O)(Cl)C1COC1. Given the product C[C@@H](Oc1nc(-c2ccc(N3CCN(S(=O)(=O)C4COC4)CC3)cc2)cc2ncn(C3CC3)c12)[C@H]1CNC(=O)C1, predict the reactants needed to synthesize it. (8) Given the product CC(C)(C)OC(=O)N1CCCC[C@H]1C(N)=O, predict the reactants needed to synthesize it. The reactants are: CC(C)(C)OC(=O)N1CCCC[C@H]1C(=O)O.CCN(CC)CC. (9) Given the product Cc1ccc(-c2ccccc2C(=O)N2C[C@@H]3C[C@@H]3[C@H]2CNC(=O)c2c(C)nc3sccn23)cc1C, predict the reactants needed to synthesize it. The reactants are: Cc1ccc(-c2ccccc2C(=O)O)cc1C.Cc1nc2sccn2c1C(=O)NC[C@H]1NC[C@@H]2C[C@H]12.